This data is from Reaction yield outcomes from USPTO patents with 853,638 reactions. The task is: Predict the reaction yield, written as a fraction of the theoretical maximum amount of product (1.0 means a 100% yield; for example, 0.34 means a 34% yield). (1) The reactants are [C:9](O[C:9]([O:11][C:12]([CH3:15])([CH3:14])[CH3:13])=[O:10])([O:11][C:12]([CH3:15])([CH3:14])[CH3:13])=[O:10].[Si:16]([O:33][CH2:34][C@H:35]1[NH:39][C:38](=[O:40])[CH2:37][CH2:36]1)([C:29]([CH3:32])([CH3:31])[CH3:30])([C:23]1[CH:28]=[CH:27][CH:26]=[CH:25][CH:24]=1)[C:17]1[CH:22]=[CH:21][CH:20]=[CH:19][CH:18]=1.CCN(CC)CC. The catalyst is CN(C1C=CN=CC=1)C.C(Cl)Cl. The product is [Si:16]([O:33][CH2:34][C@@H:35]1[CH2:36][CH2:37][C:38](=[O:40])[N:39]1[C:9]([O:11][C:12]([CH3:13])([CH3:14])[CH3:15])=[O:10])([C:29]([CH3:32])([CH3:30])[CH3:31])([C:23]1[CH:28]=[CH:27][CH:26]=[CH:25][CH:24]=1)[C:17]1[CH:22]=[CH:21][CH:20]=[CH:19][CH:18]=1. The yield is 0.820. (2) The reactants are [CH:1]1([C:4]2[CH:8]=[C:7]([NH:9][C:10]3[C:15]([C:16]#[C:17][Si](C)(C)C)=[CH:14][N:13]=[C:12]([C:22]4[S:26][C:25]([C:27]([OH:30])([CH3:29])[CH3:28])=[CH:24][CH:23]=4)[N:11]=3)[NH:6][N:5]=2)[CH2:3][CH2:2]1.C([O-])([O-])=O.[K+].[K+]. The catalyst is CO. The product is [CH:1]1([C:4]2[NH:5][N:6]=[C:7]([NH:9][C:10]3[C:15]([C:16]#[CH:17])=[CH:14][N:13]=[C:12]([C:22]4[S:26][C:25]([C:27]([OH:30])([CH3:28])[CH3:29])=[CH:24][CH:23]=4)[N:11]=3)[CH:8]=2)[CH2:3][CH2:2]1. The yield is 0.550. (3) The reactants are Cl.[NH2:2][C@@H:3]1[C@@H:8]2[CH2:9][C@@H:5]([CH2:6][CH2:7]2)[C@@H:4]1[C:10]([O:12][CH3:13])=[O:11].C([O-])(=O)C.[Na+].[F:19][C:20]1[CH:27]=[CH:26][C:23]([CH:24]=O)=[CH:22][CH:21]=1.C([BH3-])#N.[Na+].C(=O)(O)[O-].[Na+]. The catalyst is CO.C(OCC)(=O)C. The product is [F:19][C:20]1[CH:27]=[CH:26][C:23]([CH2:24][NH:2][C@@H:3]2[C@@H:8]3[CH2:9][C@@H:5]([CH2:6][CH2:7]3)[C@@H:4]2[C:10]([O:12][CH3:13])=[O:11])=[CH:22][CH:21]=1. The yield is 0.990.